Dataset: Full USPTO retrosynthesis dataset with 1.9M reactions from patents (1976-2016). Task: Predict the reactants needed to synthesize the given product. (1) Given the product [CH:1]1([CH2:4][O:5][C:6]2[N:11]=[C:10]([C:12]([N:26]3[CH2:27][CH2:28][C:24]4([CH2:21][O:22][CH2:23]4)[CH2:25]3)=[O:14])[CH:9]=[N:8][C:7]=2[N:15]2[CH2:18][C:17]([F:20])([F:19])[CH2:16]2)[CH2:2][CH2:3]1, predict the reactants needed to synthesize it. The reactants are: [CH:1]1([CH2:4][O:5][C:6]2[N:11]=[C:10]([C:12]([OH:14])=O)[CH:9]=[N:8][C:7]=2[N:15]2[CH2:18][C:17]([F:20])([F:19])[CH2:16]2)[CH2:3][CH2:2]1.[CH2:21]1[C:24]2([CH2:28][CH2:27][NH:26][CH2:25]2)[CH2:23][O:22]1. (2) Given the product [NH2:25][C:10]1[C:11]2[CH2:16][CH2:15][N:14]([C:17]3[CH:22]=[CH:21][C:20]([CH3:23])=[CH:19][CH:18]=3)[C:13](=[O:24])[C:12]=2[N:8]([C:6](=[O:5])[CH2:34][CH2:35][N:37]2[CH2:42][CH2:41][N:40]([C:43]3[CH:48]=[CH:47][C:46]([CH3:49])=[CH:45][C:44]=3[CH3:50])[CH2:39][CH2:38]2)[N:9]=1, predict the reactants needed to synthesize it. The reactants are: C([O:5][C:6]([N:8]1[C:12]2[C:13](=[O:24])[N:14]([C:17]3[CH:22]=[CH:21][C:20]([CH3:23])=[CH:19][CH:18]=3)[CH2:15][CH2:16][C:11]=2[C:10]([NH2:25])=[N:9]1)=O)(C)(C)C.C(=O)([O-])[O-].[K+].[K+].ClC[CH2:34][C:35]([N:37]1[CH2:42][CH2:41][N:40]([C:43]2[CH:48]=[CH:47][C:46]([CH3:49])=[CH:45][C:44]=2[CH3:50])[CH2:39][CH2:38]1)=O. (3) Given the product [Cl:17][C:15]1[N:14]=[CH:13][C:12]2[C:8]([C:6]3[O:7][C:1]([CH3:2])=[N:4][N:5]=3)=[CH:9][N:10]([CH:18]([CH3:20])[CH3:19])[C:11]=2[CH:16]=1, predict the reactants needed to synthesize it. The reactants are: [C:1]([NH:4][NH:5][C:6]([C:8]1[C:12]2[CH:13]=[N:14][C:15]([Cl:17])=[CH:16][C:11]=2[N:10]([CH:18]([CH3:20])[CH3:19])[CH:9]=1)=[O:7])(=O)[CH3:2].O=P(Cl)(Cl)Cl. (4) Given the product [NH2:48][C:46]([C:43]1([C:40]2[CH:41]=[CH:42][C:37]([C:18]3[CH:19]=[CH:20][C:15]([C@H:10]([NH:9][C@H:8]([C:7]([NH:6][C:3]4([C:1]#[N:2])[CH2:5][CH2:4]4)=[O:35])[CH2:30][C:31]([F:34])([CH3:32])[CH3:33])[C:11]([F:14])([F:13])[F:12])=[CH:16][CH:17]=3)=[CH:38][CH:39]=2)[CH2:44][CH2:45]1)=[O:47], predict the reactants needed to synthesize it. The reactants are: [C:1]([C:3]1([NH:6][C:7](=[O:35])[C@H:8]([CH2:30][C:31]([F:34])([CH3:33])[CH3:32])[NH:9][C@@H:10]([C:15]2[CH:20]=[CH:19][C:18](B3OC(C)(C)C(C)(C)O3)=[CH:17][CH:16]=2)[C:11]([F:14])([F:13])[F:12])[CH2:5][CH2:4]1)#[N:2].Br[C:37]1[CH:42]=[CH:41][C:40]([C:43]2([C:46]([NH2:48])=[O:47])[CH2:45][CH2:44]2)=[CH:39][CH:38]=1.C([O-])([O-])=O.[Na+].[Na+].C(=O)(O)[O-].[Na+]. (5) Given the product [OH:20][C:17](=[C:6]1[C:7](=[O:8])[O:9][C:2]([CH3:10])([CH3:1])[O:3][C:4]1=[O:5])[CH2:18][CH3:19], predict the reactants needed to synthesize it. The reactants are: [CH3:1][C:2]1([CH3:10])[O:9][C:7](=[O:8])[CH2:6][C:4](=[O:5])[O:3]1.N1C=CC=CC=1.[C:17](Cl)(=[O:20])[CH2:18][CH3:19]. (6) Given the product [C:1]([O:5][C:6]([NH:8][C@@H:9]([C:13]([S:16][CH2:27][C:28]([O:30][CH3:31])=[O:29])([CH3:15])[CH3:14])[C:10]([OH:12])=[O:11])=[O:7])([CH3:4])([CH3:2])[CH3:3], predict the reactants needed to synthesize it. The reactants are: [C:1]([O:5][C:6]([NH:8][C@@H:9]([C:13]([SH:16])([CH3:15])[CH3:14])[C:10]([OH:12])=[O:11])=[O:7])([CH3:4])([CH3:3])[CH3:2].CCN(C(C)C)C(C)C.Br[CH2:27][C:28]([O:30][CH3:31])=[O:29].Cl. (7) Given the product [N:13]1[CH:14]=[CH:15][CH:16]=[N:17][C:12]=1[O:10][C:7]1[CH:8]=[CH:9][C:4]([CH2:3][CH2:2][OH:1])=[CH:5][CH:6]=1, predict the reactants needed to synthesize it. The reactants are: [OH:1][CH2:2][CH2:3][C:4]1[CH:9]=[CH:8][C:7]([OH:10])=[CH:6][CH:5]=1.Cl[C:12]1[N:17]=[CH:16][CH:15]=[CH:14][N:13]=1.C([O-])([O-])=O.[K+].[K+]. (8) Given the product [Br:12][C:7]1[CH:8]=[N:9][C:10]2[C:5]([CH:6]=1)=[N:4][CH:3]=[C:2]([CH:14]=[CH:13][O:15][CH2:16][CH3:17])[CH:11]=2, predict the reactants needed to synthesize it. The reactants are: Br[C:2]1[CH:3]=[N:4][C:5]2[C:10]([CH:11]=1)=[N:9][CH:8]=[C:7]([Br:12])[CH:6]=2.[CH2:13]([O:15][CH:16]=[CH:17][Sn](CCCC)(CCCC)CCCC)[CH3:14].